This data is from Catalyst prediction with 721,799 reactions and 888 catalyst types from USPTO. The task is: Predict which catalyst facilitates the given reaction. Reactant: [CH2:1]([O:3][C:4]([C:6]1[O:7][C:8]2[CH:15]=[CH:14][CH:13]=[C:12](OS(C(F)(F)F)(=O)=O)[C:9]=2[C:10]=1[CH3:11])=[O:5])[CH3:2].[CH3:24][O:25][CH2:26][C:27]#[CH:28].C(N(CC)CC)C.C(OCC)(=O)C.CCCCCC. Product: [CH2:1]([O:3][C:4]([C:6]1[O:7][C:8]2[CH:15]=[CH:14][CH:13]=[C:12]([C:28]#[C:27][CH2:26][O:25][CH3:24])[C:9]=2[C:10]=1[CH3:11])=[O:5])[CH3:2]. The catalyst class is: 233.